Task: Regression. Given two drug SMILES strings and cell line genomic features, predict the synergy score measuring deviation from expected non-interaction effect.. Dataset: NCI-60 drug combinations with 297,098 pairs across 59 cell lines (1) Cell line: CCRF-CEM. Drug 1: C1CCC(C1)C(CC#N)N2C=C(C=N2)C3=C4C=CNC4=NC=N3. Drug 2: CC1=C(C(CCC1)(C)C)C=CC(=CC=CC(=CC(=O)O)C)C. Synergy scores: CSS=8.45, Synergy_ZIP=-0.414, Synergy_Bliss=5.61, Synergy_Loewe=3.39, Synergy_HSA=4.18. (2) Drug 1: C1=CC(=C2C(=C1NCCNCCO)C(=O)C3=C(C=CC(=C3C2=O)O)O)NCCNCCO. Drug 2: COC1=CC(=CC(=C1O)OC)C2C3C(COC3=O)C(C4=CC5=C(C=C24)OCO5)OC6C(C(C7C(O6)COC(O7)C8=CC=CS8)O)O. Cell line: SR. Synergy scores: CSS=94.8, Synergy_ZIP=3.51, Synergy_Bliss=3.06, Synergy_Loewe=2.89, Synergy_HSA=6.03. (3) Drug 1: CC1C(C(CC(O1)OC2CC(CC3=C2C(=C4C(=C3O)C(=O)C5=C(C4=O)C(=CC=C5)OC)O)(C(=O)C)O)N)O.Cl. Drug 2: CCCS(=O)(=O)NC1=C(C(=C(C=C1)F)C(=O)C2=CNC3=C2C=C(C=N3)C4=CC=C(C=C4)Cl)F. Cell line: HCT-15. Synergy scores: CSS=15.9, Synergy_ZIP=0.282, Synergy_Bliss=10.6, Synergy_Loewe=-3.50, Synergy_HSA=7.84. (4) Drug 1: CC1=C2C(C(=O)C3(C(CC4C(C3C(C(C2(C)C)(CC1OC(=O)C(C(C5=CC=CC=C5)NC(=O)C6=CC=CC=C6)O)O)OC(=O)C7=CC=CC=C7)(CO4)OC(=O)C)O)C)OC(=O)C. Drug 2: B(C(CC(C)C)NC(=O)C(CC1=CC=CC=C1)NC(=O)C2=NC=CN=C2)(O)O. Cell line: MDA-MB-435. Synergy scores: CSS=93.1, Synergy_ZIP=-0.759, Synergy_Bliss=-2.43, Synergy_Loewe=-1.00, Synergy_HSA=-2.38. (5) Drug 1: COC1=C(C=C2C(=C1)N=CN=C2NC3=CC(=C(C=C3)F)Cl)OCCCN4CCOCC4. Drug 2: CC1C(C(CC(O1)OC2CC(CC3=C2C(=C4C(=C3O)C(=O)C5=C(C4=O)C(=CC=C5)OC)O)(C(=O)C)O)N)O.Cl. Cell line: K-562. Synergy scores: CSS=47.2, Synergy_ZIP=14.7, Synergy_Bliss=15.7, Synergy_Loewe=6.90, Synergy_HSA=17.5. (6) Drug 1: CC1C(C(CC(O1)OC2CC(OC(C2O)C)OC3=CC4=CC5=C(C(=O)C(C(C5)C(C(=O)C(C(C)O)O)OC)OC6CC(C(C(O6)C)O)OC7CC(C(C(O7)C)O)OC8CC(C(C(O8)C)O)(C)O)C(=C4C(=C3C)O)O)O)O. Drug 2: COC1=C2C(=CC3=C1OC=C3)C=CC(=O)O2. Cell line: SF-295. Synergy scores: CSS=40.1, Synergy_ZIP=0.609, Synergy_Bliss=0.581, Synergy_Loewe=-35.7, Synergy_HSA=0.274. (7) Cell line: SK-OV-3. Drug 1: C1CN1C2=NC(=NC(=N2)N3CC3)N4CC4. Synergy scores: CSS=22.2, Synergy_ZIP=-8.18, Synergy_Bliss=2.89, Synergy_Loewe=1.69, Synergy_HSA=2.11. Drug 2: CCC1(CC2CC(C3=C(CCN(C2)C1)C4=CC=CC=C4N3)(C5=C(C=C6C(=C5)C78CCN9C7C(C=CC9)(C(C(C8N6C)(C(=O)OC)O)OC(=O)C)CC)OC)C(=O)OC)O.OS(=O)(=O)O. (8) Drug 1: CC1=C(N=C(N=C1N)C(CC(=O)N)NCC(C(=O)N)N)C(=O)NC(C(C2=CN=CN2)OC3C(C(C(C(O3)CO)O)O)OC4C(C(C(C(O4)CO)O)OC(=O)N)O)C(=O)NC(C)C(C(C)C(=O)NC(C(C)O)C(=O)NCCC5=NC(=CS5)C6=NC(=CS6)C(=O)NCCC[S+](C)C)O. Drug 2: CN1C2=C(C=C(C=C2)N(CCCl)CCCl)N=C1CCCC(=O)O.Cl. Cell line: UACC-257. Synergy scores: CSS=6.51, Synergy_ZIP=-0.550, Synergy_Bliss=4.15, Synergy_Loewe=3.45, Synergy_HSA=0.971. (9) Drug 1: CNC(=O)C1=CC=CC=C1SC2=CC3=C(C=C2)C(=NN3)C=CC4=CC=CC=N4. Drug 2: C1=NC2=C(N1)C(=S)N=C(N2)N. Cell line: MCF7. Synergy scores: CSS=27.1, Synergy_ZIP=-2.76, Synergy_Bliss=-3.80, Synergy_Loewe=-6.93, Synergy_HSA=-2.63. (10) Drug 1: C1=NC(=NC(=O)N1C2C(C(C(O2)CO)O)O)N. Drug 2: CS(=O)(=O)CCNCC1=CC=C(O1)C2=CC3=C(C=C2)N=CN=C3NC4=CC(=C(C=C4)OCC5=CC(=CC=C5)F)Cl. Cell line: T-47D. Synergy scores: CSS=5.14, Synergy_ZIP=-4.57, Synergy_Bliss=-3.70, Synergy_Loewe=-5.48, Synergy_HSA=-4.21.